Dataset: Catalyst prediction with 721,799 reactions and 888 catalyst types from USPTO. Task: Predict which catalyst facilitates the given reaction. Reactant: [CH3:1][O:2][C:3](=[O:28])/[C:4](/[C:8]1[CH:13]=[CH:12][CH:11]=[CH:10][C:9]=1[CH2:14][O:15][C:16]1[CH:21]=[CH:20][C:19]([NH:22][CH2:23][CH:24]([CH3:26])[CH3:25])=[CH:18][C:17]=1[F:27])=[CH:5]/[O:6][CH3:7].[BH-](OC(C)=O)(OC(C)=O)O[C:31](C)=O.[Na+].C=O.C(=O)(O)[O-].[Na+]. Product: [CH3:1][O:2][C:3](=[O:28])/[C:4](/[C:8]1[CH:13]=[CH:12][CH:11]=[CH:10][C:9]=1[CH2:14][O:15][C:16]1[CH:21]=[CH:20][C:19]([N:22]([CH2:23][CH:24]([CH3:26])[CH3:25])[CH3:31])=[CH:18][C:17]=1[F:27])=[CH:5]/[O:6][CH3:7]. The catalyst class is: 2.